Predict which catalyst facilitates the given reaction. From a dataset of Catalyst prediction with 721,799 reactions and 888 catalyst types from USPTO. (1) Product: [CH3:1][C:2]([CH3:15])([C:8](=[O:14])[N:9]1[CH2:13][CH2:12][CH2:11][CH2:10]1)[C:3]([OH:5])=[O:4]. The catalyst class is: 8. Reactant: [CH3:1][C:2]([CH3:15])([C:8](=[O:14])[N:9]1[CH2:13][CH2:12][CH2:11][CH2:10]1)[C:3]([O:5]CC)=[O:4].[OH-].[K+]. (2) The catalyst class is: 17. Product: [Br:8][C:6]1[CH:7]=[C:2]([NH:1][S:17]([C:15]2[CH:16]=[C:11]([F:10])[CH:12]=[CH:13][C:14]=2[CH3:21])(=[O:18])=[O:19])[C:3]([Cl:9])=[N:4][CH:5]=1. Reactant: [NH2:1][C:2]1[C:3]([Cl:9])=[N:4][CH:5]=[C:6]([Br:8])[CH:7]=1.[F:10][C:11]1[CH:12]=[CH:13][C:14]([CH3:21])=[C:15]([S:17](Cl)(=[O:19])=[O:18])[CH:16]=1. (3) Reactant: [CH3:1][O:2][C:3]1[CH:9]=[C:8]([O:10][CH3:11])[C:7]([F:12])=[CH:6][C:4]=1[NH2:5].[C:13](Cl)(Cl)=[S:14]. The catalyst class is: 25. Product: [F:12][C:7]1[C:8]([O:10][CH3:11])=[CH:9][C:3]([O:2][CH3:1])=[C:4]([N:5]=[C:13]=[S:14])[CH:6]=1. (4) The catalyst class is: 328. Reactant: F[C:2]1[C:7]2[N:8]=[CH:9][N:10]([C@H:11]3[C@H:18]4[C@H:14]([O:15][C:16]([CH3:20])([CH3:19])[O:17]4)[C@@H:13]([CH3:21])[CH2:12]3)[C:6]=2[C:5]([F:22])=[CH:4][N:3]=1.F[C:24]1[C:29]2[N:30]([C@H:33]3[C@H:40]4[C@H:36]([O:37][C:38]([CH3:42])([CH3:41])[O:39]4)[C@@H:35]([CH3:43])[CH2:34]3)[CH:31]=[N:32][C:28]=2[C:27]([F:44])=[CH:26][N:25]=1. Product: [F:22][C:5]1[C:6]2[N:10]([C@H:11]3[C@H:18]4[C@H:14]([O:15][C:16]([CH3:20])([CH3:19])[O:17]4)[C@@H:13]([CH3:21])[CH2:12]3)[CH:9]=[N:8][C:7]=2[C:2]([NH2:25])=[N:3][CH:4]=1.[F:44][C:27]1[C:28]2[N:32]=[CH:31][N:30]([C@H:33]3[C@H:40]4[C@H:36]([O:37][C:38]([CH3:42])([CH3:41])[O:39]4)[C@@H:35]([CH3:43])[CH2:34]3)[C:29]=2[C:24]([NH2:3])=[N:25][CH:26]=1. (5) Reactant: [Cl:1][C:2]1[CH:3]=[C:4]([C:18]2[C:26]([CH3:27])=[CH:25][C:21]([C:22]([OH:24])=O)=[C:20]([F:28])[CH:19]=2)[CH:5]=[N:6][C:7]=1[O:8][C:9]1[C:14]([CH3:15])=[CH:13][C:12]([Cl:16])=[CH:11][C:10]=1[Cl:17].[CH:29]1([S:32]([NH2:35])(=[O:34])=[O:33])[CH2:31][CH2:30]1.Cl.CN(C)CCCN=C=NCC. Product: [Cl:1][C:2]1[CH:3]=[C:4]([C:18]2[C:26]([CH3:27])=[CH:25][C:21]([C:22]([NH:35][S:32]([CH:29]3[CH2:31][CH2:30]3)(=[O:34])=[O:33])=[O:24])=[C:20]([F:28])[CH:19]=2)[CH:5]=[N:6][C:7]=1[O:8][C:9]1[C:14]([CH3:15])=[CH:13][C:12]([Cl:16])=[CH:11][C:10]=1[Cl:17]. The catalyst class is: 79. (6) Reactant: [NH:1]1[C:9]2[C:4](=[CH:5][CH:6]=[CH:7][CH:8]=2)[C:3]([CH2:10][C:11]2[CH:17]=[CH:16][C:14]([NH2:15])=[CH:13][C:12]=2[CH2:18][CH3:19])=[CH:2]1.[C:20](Cl)(=O)[O:21]C1C=CC([N+]([O-])=O)=CC=1.C(N(C(C)C)CC)(C)C.Cl.Cl.[NH:44]1[C:48]([CH2:49][CH2:50][NH2:51])=[CH:47][N:46]=[CH:45]1. Product: [NH:44]1[C:48]([CH2:49][CH2:50][NH:51][C:20]([NH:15][C:14]2[CH:16]=[CH:17][C:11]([CH2:10][C:3]3[C:4]4[C:9](=[CH:8][CH:7]=[CH:6][CH:5]=4)[NH:1][CH:2]=3)=[C:12]([CH2:18][CH3:19])[CH:13]=2)=[O:21])=[CH:47][N:46]=[CH:45]1. The catalyst class is: 1. (7) Reactant: [CH3:1][C:2]([OH:16])([CH2:4][CH2:5][O:6][CH2:7][CH2:8][O:9]C1CCCCO1)[CH3:3].Cl.C(OCC)(=O)C. Product: [OH:9][CH2:8][CH2:7][O:6][CH2:5][CH2:4][C:2]([CH3:3])([OH:16])[CH3:1]. The catalyst class is: 5. (8) Reactant: [NH2:1][C:2]1[CH:7]=[C:6]([C:8]([F:11])([F:10])[F:9])[N:5]=[CH:4][C:3]=1[OH:12].[CH2:13]([S:15][C:16]1[C:17]([C:26](O)=O)=[N:18][CH:19]=[C:20]([C:22]([F:25])([F:24])[F:23])[CH:21]=1)[CH3:14].[OH-].[Na+]. Product: [CH2:13]([S:15][C:16]1[C:17]([C:26]2[O:12][C:3]3[CH:4]=[N:5][C:6]([C:8]([F:11])([F:9])[F:10])=[CH:7][C:2]=3[N:1]=2)=[N:18][CH:19]=[C:20]([C:22]([F:25])([F:23])[F:24])[CH:21]=1)[CH3:14]. The catalyst class is: 6. (9) Reactant: [CH2:1]([C@H:8]1[CH2:13][CH2:12][N:11]([CH2:14][CH2:15][S:16]([C:19]2[CH:24]=[CH:23][C:22]([OH:25])=[CH:21][CH:20]=2)(=[O:18])=[O:17])[CH2:10][C@H:9]1[OH:26])[C:2]1[CH:7]=[CH:6][CH:5]=[CH:4][CH:3]=1.[C:27](O)(=[O:33])[CH2:28][CH2:29][C:30]([OH:32])=[O:31].CN(C1C=CC=CN=1)C. Product: [CH2:1]([C@H:8]1[CH2:13][CH2:12][N:11]([CH2:14][CH2:15][S:16]([C:19]2[CH:24]=[CH:23][C:22]([O:25][C:27](=[O:33])[CH2:28][CH2:29][C:30]([OH:32])=[O:31])=[CH:21][CH:20]=2)(=[O:18])=[O:17])[CH2:10][C@H:9]1[OH:26])[C:2]1[CH:7]=[CH:6][CH:5]=[CH:4][CH:3]=1. The catalyst class is: 2. (10) Product: [OH:22][CH:21]1[CH:23]([OH:16])[CH2:7][CH:3]2[CH:2]([C:1](=[O:11])[NH:5][C:4]2=[O:6])[CH2:20]1. Reactant: [C:1]1(=[O:11])[NH:5][C:4](=[O:6])[CH:3]2[CH2:7]CC=C[CH:2]12.C[N+]1([O-])CC[O:16]CC1.[CH3:20][C:21]([CH3:23])=[O:22]. The catalyst class is: 6.